This data is from Reaction yield outcomes from USPTO patents with 853,638 reactions. The task is: Predict the reaction yield, written as a fraction of the theoretical maximum amount of product (1.0 means a 100% yield; for example, 0.34 means a 34% yield). (1) The reactants are Cl.[CH3:2][O:3][CH2:4][CH2:5][C:6](=[NH:10])OCC.C(O[CH:14](OCC)[CH2:15][NH2:16])C. The catalyst is C(O)C. The product is [CH3:2][O:3][CH2:4][CH2:5][C:6]1[NH:10][CH:14]=[CH:15][N:16]=1. The yield is 0.240. (2) The reactants are [CH:1]([N:4]1[C:8]([C:9]2[N:18]=[C:17]3[N:11]([CH2:12][CH2:13][O:14][C:15]4[CH:22]=[C:21](O)[N:20]=[CH:19][C:16]=43)[CH:10]=2)=[N:7][CH:6]=[N:5]1)([CH3:3])[CH3:2].[H-].[Na+].[CH:26]12[NH:33][CH:30]([CH2:31][CH2:32]1)[CH2:29][NH:28][C:27]2=[O:34].C(N(CC)CC)C. The product is [CH:1]([N:4]1[C:8]([C:9]2[N:18]=[C:17]3[C:16]4[CH:19]=[N:20][C:21]([N:33]5[CH:30]6[CH2:31][CH2:32][CH:26]5[C:27](=[O:34])[NH:28][CH2:29]6)=[CH:22][C:15]=4[O:14][CH2:13][CH2:12][N:11]3[CH:10]=2)=[N:7][CH:6]=[N:5]1)([CH3:2])[CH3:3]. The catalyst is CN1C(=O)CCC1. The yield is 0.290.